This data is from Full USPTO retrosynthesis dataset with 1.9M reactions from patents (1976-2016). The task is: Predict the reactants needed to synthesize the given product. (1) Given the product [CH2:16]([O:23][C:24]([N:26]1[CH2:31][CH2:30][CH:29]([NH:32][C:33]([C@@H:35]2[CH2:40][CH2:39][C@@H:38]([NH:41][O:42][CH2:43][C:44]3[CH:49]=[CH:48][CH:47]=[CH:46][CH:45]=3)[CH2:37][NH:36]2)=[O:34])[CH2:28][CH2:27]1)=[O:25])[C:17]1[CH:22]=[CH:21][CH:20]=[CH:19][CH:18]=1, predict the reactants needed to synthesize it. The reactants are: C12(CS(O)(=O)=O)C(C)(C)C(CC1)CC2=O.[CH2:16]([O:23][C:24]([N:26]1[CH2:31][CH2:30][CH:29]([NH:32][C:33]([C@@H:35]2[CH2:40][CH2:39][C:38](=[N:41][O:42][CH2:43][C:44]3[CH:49]=[CH:48][CH:47]=[CH:46][CH:45]=3)[CH2:37][NH:36]2)=[O:34])[CH2:28][CH2:27]1)=[O:25])[C:17]1[CH:22]=[CH:21][CH:20]=[CH:19][CH:18]=1.C(=O)([O-])O.[Na+]. (2) The reactants are: [F:1][C:2]1[C:3]([C:13]([F:16])([F:15])[F:14])=[CH:4][CH:5]=[C:6]2[C:11]=1[C:10](=[O:12])[NH:9][CH2:8][CH2:7]2.I[C:18]1[CH:19]=[N:20][CH:21]=[CH:22][C:23]=1[CH3:24].[O-]P([O-])([O-])=O.[K+].[K+].[K+].CN[C@@H]1CCCC[C@H]1NC. Given the product [F:1][C:2]1[C:3]([C:13]([F:16])([F:14])[F:15])=[CH:4][CH:5]=[C:6]2[C:11]=1[C:10](=[O:12])[N:9]([C:18]1[CH:19]=[N:20][CH:21]=[CH:22][C:23]=1[CH3:24])[CH2:8][CH2:7]2, predict the reactants needed to synthesize it. (3) Given the product [CH3:1][O:2][C:3]([C@@H:5]1[C@@H:9]([CH2:10][CH2:11][C:12]2[CH:13]=[CH:14][C:15]3[C:16](=[CH:17][CH:18]=[CH:19][CH:20]=3)[CH:21]=2)[CH2:8][N:7]([C:22]([O:24][C:25]([CH3:27])([CH3:28])[CH3:26])=[O:23])[CH2:6]1)=[O:4], predict the reactants needed to synthesize it. The reactants are: [CH3:1][O:2][C:3]([C@@H:5]1[C@@H:9]([CH2:10][CH2:11][C:12]2[C:21]3[C:16](=[CH:17][CH:18]=[CH:19][CH:20]=3)[CH:15]=[CH:14][CH:13]=2)[CH2:8][N:7]([C:22]([O:24][C:25]([CH3:28])([CH3:27])[CH3:26])=[O:23])[CH2:6]1)=[O:4].COC([C@@H]1[C@@H](C=CC2C=CC3C(=CC=CC=3)C=2)CN(C(OC(C)(C)C)=O)C1)=O.[N+](C([O-])=O)(C([O-])=O)=[N-].[K+].[K+].C(OC(C)(C)C)=O.